Dataset: Forward reaction prediction with 1.9M reactions from USPTO patents (1976-2016). Task: Predict the product of the given reaction. (1) Given the reactants Cl.[C:2]([C:5]1[S:6][CH:7]=[CH:8][CH:9]=1)(=[O:4])[CH3:3].Cl.[CH2:11]([NH2:15])[CH:12]([CH3:14])[CH3:13].[CH2:16]=O, predict the reaction product. The product is: [CH2:11]([NH:15][CH2:16][CH2:3][C:2]([C:5]1[S:6][CH:7]=[CH:8][CH:9]=1)=[O:4])[CH:12]([CH3:14])[CH3:13]. (2) Given the reactants [N:1]1[C:6]2[CH2:7][NH:8][CH2:9][CH2:10][C:5]=2[C:4](=[O:11])[NH:3][CH:2]=1.Cl[C:13]1[CH:18]=[C:17]([C:19]([F:22])([F:21])[F:20])[CH:16]=[CH:15][N:14]=1.C(N(CC)C(C)C)(C)C.O, predict the reaction product. The product is: [F:20][C:19]([F:22])([F:21])[C:17]1[CH:16]=[CH:15][N:14]=[C:13]([N:8]2[CH2:9][CH2:10][C:5]3[C:4](=[O:11])[NH:3][CH:2]=[N:1][C:6]=3[CH2:7]2)[CH:18]=1. (3) Given the reactants [N:1]1([C:7]2[CH:8]=[CH:9][C:10]([NH2:16])=[C:11]([CH:15]=2)[C:12]([NH2:14])=[O:13])[CH2:6][CH2:5][O:4][CH2:3][CH2:2]1.[C:17]1([CH:27]=O)[C:26]2[C:21](=[CH:22][CH:23]=[CH:24][CH:25]=2)[CH:20]=[CH:19][CH:18]=1, predict the reaction product. The product is: [O:4]1[CH2:5][CH2:6][N:1]([C:7]2[CH:15]=[C:11]3[C:10](=[CH:9][CH:8]=2)[N:16]=[C:27]([C:17]2[C:26]4[C:21](=[CH:22][CH:23]=[CH:24][CH:25]=4)[CH:20]=[CH:19][CH:18]=2)[NH:14][C:12]3=[O:13])[CH2:2][CH2:3]1. (4) Given the reactants IC1C2C(=NC=NC=2N)N(C(C)C)N=1.[CH:15]1([N:20]2[C:24]3=[N:25][CH:26]=[N:27][C:28]([NH2:29])=[C:23]3[C:22](I)=[N:21]2)[CH2:19][CH2:18][CH2:17][CH2:16]1.CC1(C)C(C)(C)OB([C:39]2[CH:51]=[CH:50][C:42]3[N:43]=[C:44]([NH:46][C:47](=[O:49])[CH3:48])[S:45][C:41]=3[CH:40]=2)O1.C1(P(C2C=CC=CC=2)C2C=CC=CC=2)C=CC=CC=1.C([O-])([O-])=O.[Na+].[Na+], predict the reaction product. The product is: [NH2:29][C:28]1[N:27]=[CH:26][N:25]=[C:24]2[N:20]([CH:15]3[CH2:19][CH2:18][CH2:17][CH2:16]3)[N:21]=[C:22]([C:39]3[CH:51]=[CH:50][C:42]4[N:43]=[C:44]([NH:46][C:47](=[O:49])[CH3:48])[S:45][C:41]=4[CH:40]=3)[C:23]=12.